This data is from Reaction yield outcomes from USPTO patents with 853,638 reactions. The task is: Predict the reaction yield, written as a fraction of the theoretical maximum amount of product (1.0 means a 100% yield; for example, 0.34 means a 34% yield). (1) The reactants are [S:1]1[CH:5]=[C:4]([C:6]2[C:7]([NH2:26])=[N:8][CH:9]=[C:10]([C:12]3[CH:17]=[CH:16][C:15]([O:18][Si:19]([C:22]([CH3:25])([CH3:24])[CH3:23])([CH3:21])[CH3:20])=[CH:14][CH:13]=3)[N:11]=2)[C:3]2[CH:27]=[CH:28][CH:29]=[CH:30][C:2]1=2.[Si:31]([O:38][C:39]1[CH:44]=[CH:43][C:42]([CH2:45][C:46](Cl)=[O:47])=[CH:41][CH:40]=1)([C:34]([CH3:37])([CH3:36])[CH3:35])([CH3:33])[CH3:32].O. The catalyst is CN(C)C1C=CN=CC=1.N1C=CC=CC=1. The product is [S:1]1[CH:5]=[C:4]([C:6]2[C:7]([NH:26][C:46](=[O:47])[CH2:45][C:42]3[CH:41]=[CH:40][C:39]([O:38][Si:31]([C:34]([CH3:36])([CH3:35])[CH3:37])([CH3:32])[CH3:33])=[CH:44][CH:43]=3)=[N:8][CH:9]=[C:10]([C:12]3[CH:13]=[CH:14][C:15]([O:18][Si:19]([C:22]([CH3:25])([CH3:24])[CH3:23])([CH3:21])[CH3:20])=[CH:16][CH:17]=3)[N:11]=2)[C:3]2[CH:27]=[CH:28][CH:29]=[CH:30][C:2]1=2. The yield is 0.635. (2) The reactants are [C:1]([O:5][C@@H:6]([C:11]1[C:12](I)=[C:13]2[C:20]3[CH2:21][CH2:22][CH2:23][CH2:24][C:19]=3[S:18][C:14]2=[N:15][C:16]=1[CH3:17])[C:7]([O:9][CH3:10])=[O:8])([CH3:4])([CH3:3])[CH3:2].[Cl:26][C:27]1[CH:32]=[CH:31][C:30](B(O)O)=[C:29]([OH:36])[CH:28]=1.P([O-])([O-])([O-])=O.[K+].[K+].[K+].O. The catalyst is O1CCOCC1.[Pd+2].ClC1C=C[C-](P(C(C)(C)C)C(C)(C)C)C=1Cl.[C-]1(P(C(C)(C)C)C(C)(C)C)C=CC=C1.[Fe+2]. The product is [C:1]([O:5][C@@H:6]([C:11]1[C:12]([C:30]2[CH:31]=[CH:32][C:27]([Cl:26])=[CH:28][C:29]=2[OH:36])=[C:13]2[C:20]3[CH2:21][CH2:22][CH2:23][CH2:24][C:19]=3[S:18][C:14]2=[N:15][C:16]=1[CH3:17])[C:7]([O:9][CH3:10])=[O:8])([CH3:4])([CH3:3])[CH3:2]. The yield is 0.190. (3) The reactants are [Si]([O:8][CH:9]1[CH2:14][CH2:13][CH:12]([O:15][C:16]2[CH:21]=[CH:20][C:19]([N:22]3[C:27](=[O:28])[C:26]([CH2:29][C:30]4[CH:35]=[CH:34][C:33]([C:36]5[CH:41]=[CH:40][CH:39]=[CH:38][C:37]=5[C:42]5[NH:46][C:45](=[O:47])[O:44][N:43]=5)=[CH:32][CH:31]=4)=[C:25]([CH2:48][CH2:49][CH3:50])[N:24]=[C:23]3[CH3:51])=[CH:18][CH:17]=2)[CH2:11][CH2:10]1)(C(C)(C)C)(C)C.[F-].C([N+](CCCC)(CCCC)CCCC)CCC.C(OCC)(=O)C.O. The catalyst is O1CCCC1. The product is [OH:8][CH:9]1[CH2:14][CH2:13][CH:12]([O:15][C:16]2[CH:17]=[CH:18][C:19]([N:22]3[C:27](=[O:28])[C:26]([CH2:29][C:30]4[CH:35]=[CH:34][C:33]([C:36]5[CH:41]=[CH:40][CH:39]=[CH:38][C:37]=5[C:42]5[NH:46][C:45](=[O:47])[O:44][N:43]=5)=[CH:32][CH:31]=4)=[C:25]([CH2:48][CH2:49][CH3:50])[N:24]=[C:23]3[CH3:51])=[CH:20][CH:21]=2)[CH2:11][CH2:10]1. The yield is 0.680. (4) The reactants are Br[C:2]1[CH:7]=[CH:6][C:5]([C@@H:8]2[C@@H:10]([C:11]3[CH:16]=[CH:15][CH:14]=[CH:13][CH:12]=3)[C@H:9]2[C:17](OC)=[O:18])=[CH:4][CH:3]=1.C([O-])([O-])=O.[K+].[K+].C(CC(=O)C)(=O)C.[NH:34]1[CH:38]=[CH:37][N:36]=[CH:35]1.NO.[OH-].[K+].Cl.Cl.NO.F[P-](F)(F)(F)(F)F.[N:54]1([O:63][P+](N(C)C)(N(C)C)N(C)C)C2C=CC=CC=2N=N1.C(N(CC)CC)C. The catalyst is CN1C(=O)CCC1.C(Cl)Cl.Cl[Cu]. The product is [N:34]1([C:2]2[CH:7]=[CH:6][C:5]([C@@H:8]3[C@@H:10]([C:11]4[CH:16]=[CH:15][CH:14]=[CH:13][CH:12]=4)[C@H:9]3[C:17]([NH:54][OH:63])=[O:18])=[CH:4][CH:3]=2)[CH:38]=[CH:37][N:36]=[CH:35]1. The yield is 0.110. (5) The reactants are [C:1]([O:10]C)(=O)[C:2]1[C:3](=[CH:5][CH:6]=[CH:7][CH:8]=1)[SH:4].[C:12]([C:14]1[N:19]=[C:18]([C:20]([N:22]([CH2:28][CH2:29][CH3:30])[C:23]([N:25]([CH3:27])[CH3:26])=[O:24])=[O:21])[CH:17]=[CH:16][CH:15]=1)#[N:13].C(N(CC)CC)C. The catalyst is C1(C)C=CC=CC=1. The product is [CH3:27][N:25]([CH3:26])[C:23]([N:22]([C:20]([C:18]1[CH:17]=[CH:16][CH:15]=[C:14]([C:12]2[S:4][C:3]3[CH:5]=[CH:6][CH:7]=[CH:8][C:2]=3[C:1](=[O:10])[N:13]=2)[N:19]=1)=[O:21])[CH2:28][CH2:29][CH3:30])=[O:24]. The yield is 0.720.